From a dataset of Forward reaction prediction with 1.9M reactions from USPTO patents (1976-2016). Predict the product of the given reaction. (1) The product is: [Cl:1][C:2]1[C:33]([CH3:34])=[CH:32][C:5]([O:6][CH2:7][CH2:8][CH2:9][C:10]2[C:18]3[C:13](=[C:14]([C:19]4[C:23]([CH3:24])=[N:22][N:21]([CH2:37][CH2:38][N:39]5[CH2:43][CH2:42][CH2:41][CH2:40]5)[C:20]=4[CH3:25])[CH:15]=[CH:16][CH:17]=3)[N:12]([CH2:26][CH2:27][C:28]([OH:30])=[O:29])[C:11]=2[CH3:31])=[CH:4][C:3]=1[CH3:35]. Given the reactants [Cl:1][C:2]1[C:33]([CH3:34])=[CH:32][C:5]([O:6][CH2:7][CH2:8][CH2:9][C:10]2[C:18]3[C:13](=[C:14]([C:19]4[C:20]([CH3:25])=[N:21][NH:22][C:23]=4[CH3:24])[CH:15]=[CH:16][CH:17]=3)[N:12]([CH2:26][CH2:27][C:28]([OH:30])=[O:29])[C:11]=2[CH3:31])=[CH:4][C:3]=1[CH3:35].Cl[CH2:37][CH2:38][N:39]1[CH2:43][CH2:42][CH2:41][CH2:40]1, predict the reaction product. (2) Given the reactants Cl[C:2]1[CH:7]=[CH:6][C:5]([C:8]2[C:13]([C:14]#[N:15])=[CH:12][N:11]=[C:10]([NH:16][C:17]3[CH:18]=[C:19]4[C:23](=[CH:24][CH:25]=3)[NH:22][N:21]=[CH:20]4)[N:9]=2)=[CH:4][N:3]=1.[CH3:26][N:27]([CH3:33])[C@@H:28]1[CH2:32][CH2:31][NH:30][CH2:29]1, predict the reaction product. The product is: [C:14]([C:13]1[C:8]([C:5]2[CH:6]=[CH:7][C:2]([N:30]3[CH2:31][CH2:32][C@@H:28]([N:27]([CH3:33])[CH3:26])[CH2:29]3)=[N:3][CH:4]=2)=[N:9][C:10]([NH:16][C:17]2[CH:18]=[C:19]3[C:23](=[CH:24][CH:25]=2)[NH:22][N:21]=[CH:20]3)=[N:11][CH:12]=1)#[N:15].